From a dataset of Full USPTO retrosynthesis dataset with 1.9M reactions from patents (1976-2016). Predict the reactants needed to synthesize the given product. (1) Given the product [C:1]([O:5][C:6](=[O:24])[NH:7][C:8]1[CH:13]=[C:12]([CH:14]2[CH2:16][CH2:15]2)[C:11]([C:17]([F:20])([F:19])[F:18])=[CH:10][C:9]=1[NH2:21])([CH3:4])([CH3:2])[CH3:3], predict the reactants needed to synthesize it. The reactants are: [C:1]([O:5][C:6](=[O:24])[NH:7][C:8]1[CH:13]=[C:12]([CH:14]2[CH2:16][CH2:15]2)[C:11]([C:17]([F:20])([F:19])[F:18])=[CH:10][C:9]=1[N+:21]([O-])=O)([CH3:4])([CH3:3])[CH3:2].O.O.Cl[Sn]Cl. (2) The reactants are: COCCN(S(F)(F)[F:11])CCOC.[Br:14][C:15]1[CH:16]=[CH:17][C:18]([F:41])=[C:19]([C@@:21]23[N:30]=[C:29]([NH:31][C:32](=[O:38])[O:33][C:34]([CH3:37])([CH3:36])[CH3:35])[S:28][CH2:27][C@@H:26]2[CH2:25][C@H:24]([CH2:39]O)[O:23][CH2:22]3)[CH:20]=1.C(=O)(O)[O-].[Na+]. Given the product [Br:14][C:15]1[CH:16]=[CH:17][C:18]([F:41])=[C:19]([C@@:21]23[N:30]=[C:29]([NH:31][C:32](=[O:38])[O:33][C:34]([CH3:37])([CH3:35])[CH3:36])[S:28][CH2:27][C@@H:26]2[CH2:25][C@H:24]([CH2:39][F:11])[O:23][CH2:22]3)[CH:20]=1, predict the reactants needed to synthesize it. (3) Given the product [CH3:1][O:2][C:3](=[O:16])[C:4]([Br:17])([C:6]1[CH:11]=[CH:10][C:9]([S:12]([CH3:15])(=[O:13])=[O:14])=[CH:8][CH:7]=1)[CH3:5], predict the reactants needed to synthesize it. The reactants are: [CH3:1][O:2][C:3](=[O:16])[CH:4]([C:6]1[CH:11]=[CH:10][C:9]([S:12]([CH3:15])(=[O:14])=[O:13])=[CH:8][CH:7]=1)[CH3:5].[Br:17]N1C(=O)CCC1=O. (4) Given the product [C:1]([C:5]1[CH:9]=[C:8]([NH:10][C:24](=[O:25])[O:26][C:27]([CH3:29])=[CH2:28])[N:7]([C:11]2[CH:16]=[CH:15][CH:14]=[CH:13][CH:12]=2)[N:6]=1)([CH3:4])([CH3:2])[CH3:3], predict the reactants needed to synthesize it. The reactants are: [C:1]([C:5]1[CH:9]=[C:8]([NH2:10])[N:7]([C:11]2[CH:16]=[CH:15][CH:14]=[CH:13][CH:12]=2)[N:6]=1)([CH3:4])([CH3:3])[CH3:2].N1C=CC=CC=1.Cl[C:24]([O:26][C:27]([CH3:29])=[CH2:28])=[O:25]. (5) Given the product [CH3:1][O:2][C:3]1[CH:4]=[C:5]2[C:9](=[CH:10][CH:11]=1)[NH:8][C:7](=[O:12])/[C:6]/2=[CH:34]/[C:30]1[CH:29]=[C:28]2[C:33]([C:25]([C:22]3[CH:23]=[N:24][C:19]([N:16]4[CH2:17][CH2:18][O:13][CH2:14][CH2:15]4)=[CH:20][CH:21]=3)=[N:26][N:27]2[CH2:36][O:37][CH2:38][CH2:39][Si:40]([CH3:43])([CH3:41])[CH3:42])=[CH:32][CH:31]=1, predict the reactants needed to synthesize it. The reactants are: [CH3:1][O:2][C:3]1[CH:4]=[C:5]2[C:9](=[CH:10][CH:11]=1)[NH:8][C:7](=[O:12])[CH2:6]2.[O:13]1[CH2:18][CH2:17][N:16]([C:19]2[N:24]=[CH:23][C:22]([C:25]3[C:33]4[C:28](=[CH:29][C:30]([CH:34]=O)=[CH:31][CH:32]=4)[N:27]([CH2:36][O:37][CH2:38][CH2:39][Si:40]([CH3:43])([CH3:42])[CH3:41])[N:26]=3)=[CH:21][CH:20]=2)[CH2:15][CH2:14]1.N1CCCCC1. (6) The reactants are: F[C:2]1[CH:7]=[CH:6][CH:5]=[C:4]([S:8]([CH2:11][CH2:12][CH3:13])(=[O:10])=[O:9])[CH:3]=1.[Cl:14][C:15]1[C:23]2[N:22]=[C:21]([CH3:24])[N:20]([C:25]3[CH:26]=[C:27]([OH:31])[CH:28]=[CH:29][CH:30]=3)[C:19]=2[CH:18]=[CH:17][CH:16]=1. Given the product [Cl:14][C:15]1[C:23]2[N:22]=[C:21]([CH3:24])[N:20]([C:25]3[CH:30]=[CH:29][CH:28]=[C:27]([O:31][C:2]4[CH:7]=[CH:6][CH:5]=[C:4]([S:8]([CH2:11][CH2:12][CH3:13])(=[O:10])=[O:9])[CH:3]=4)[CH:26]=3)[C:19]=2[CH:18]=[CH:17][CH:16]=1, predict the reactants needed to synthesize it. (7) Given the product [CH2:11]([O:12][C:34](=[O:35])[OH:36])[CH3:9].[NH2:1][C:2]1[N:10]=[C:9]([C:11]([NH:13][CH2:14][CH:15]2[CH2:17][CH2:16]2)=[O:12])[N:8]=[C:7]2[C:3]=1[NH:4][C:5](=[O:25])[N:6]2[CH2:18][C:19]1[CH:20]=[CH:21][CH:22]=[CH:23][CH:24]=1, predict the reactants needed to synthesize it. The reactants are: [NH2:1][C:2]1[N:10]=[C:9]([C:11]([NH:13][CH2:14][CH:15]2[CH2:17][CH2:16]2)=[O:12])[N:8]=[C:7]2[C:3]=1[NH:4][C:5](=[O:25])[N:6]2[CH2:18][C:19]1[CH:24]=[CH:23][CH:22]=[CH:21][CH:20]=1.C(N(CC)CC)C.Cl[C:34]([O:36]CC)=[O:35].O. (8) Given the product [Cl:1][C:2]1[C:3]([CH2:17][NH2:18])=[CH:4][C:5]([C:8]2[S:12][C:11]([C:13]([F:15])([F:16])[F:14])=[N:10][CH:9]=2)=[N:6][CH:7]=1, predict the reactants needed to synthesize it. The reactants are: [Cl:1][C:2]1[C:3]([CH2:17][N:18]2C(=O)C3C(=CC=CC=3)C2=O)=[CH:4][C:5]([C:8]2[S:12][C:11]([C:13]([F:16])([F:15])[F:14])=[N:10][CH:9]=2)=[N:6][CH:7]=1.O.NN. (9) Given the product [CH3:16][N:15]([CH3:17])[CH2:14][CH2:13][O:10][C:7]1[CH:8]=[N:9][C:4]([N+:1]([O-:3])=[O:2])=[CH:5][CH:6]=1, predict the reactants needed to synthesize it. The reactants are: [N+:1]([C:4]1[N:9]=[CH:8][C:7]([OH:10])=[CH:6][CH:5]=1)([O-:3])=[O:2].Cl.Cl[CH2:13][CH2:14][N:15]([CH3:17])[CH3:16].C([O-])([O-])=O.[Cs+].[Cs+].